Dataset: Full USPTO retrosynthesis dataset with 1.9M reactions from patents (1976-2016). Task: Predict the reactants needed to synthesize the given product. (1) Given the product [CH:17]1[C:18]([NH:6][C:7]([C:13]([OH:15])=[O:14])=[O:43])=[CH:19][CH:20]=[C:21]([N+:22]([OH:24])=[O:23])[CH:16]=1.[NH2:2][CH2:3][C:4]([NH:6][C@H:7]([C:13]([OH:15])=[O:14])[CH2:8][CH2:9][CH2:10][CH2:11][NH2:12])=[O:5], predict the reactants needed to synthesize it. The reactants are: O[NH:2][CH2:3][C:4]([NH:6][C@H:7]([C:13]([OH:15])=[O:14])[CH2:8][CH2:9][CH2:10][CH2:11][NH2:12])=[O:5].[CH:16]1[C:21]([N+:22]([O-:24])=[O:23])=[CH:20][CH:19]=[C:18](O)[CH:17]=1.C1CCC(N=C=NC2CCCCC2)CC1.CC[O:43]C(C)=O. (2) Given the product [OH:11][C:3]1[C:4]2[CH2:5][CH2:6][CH2:7][C:8]=2[C:9]([CH:25]=[O:26])=[CH:10][C:2]=1[CH3:1], predict the reactants needed to synthesize it. The reactants are: [CH3:1][C:2]1[CH:10]=[CH:9][C:8]2[CH2:7][CH2:6][CH2:5][C:4]=2[C:3]=1[OH:11].C1N2CN3CN(C2)CN1C3.O.FC(F)(F)[C:25](O)=[O:26]. (3) Given the product [O:25]1[CH:26]=[CH:27][CH:28]=[C:24]1[C:22]1[N:23]=[C:19]([NH:18][C:16]([C:14]2[CH:13]=[CH:12][N:11]=[C:10]([CH2:9][N:5]3[CH2:6][CH2:7][CH:2]([OH:1])[CH2:3][CH2:4]3)[CH:15]=2)=[O:17])[S:20][C:21]=1[C:29]1[CH:30]=[CH:31][N:32]=[CH:33][CH:34]=1, predict the reactants needed to synthesize it. The reactants are: [OH:1][CH:2]1[CH2:7][CH2:6][NH:5][CH2:4][CH2:3]1.Cl[CH2:9][C:10]1[CH:15]=[C:14]([C:16]([NH:18][C:19]2[S:20][C:21]([C:29]3[CH:34]=[CH:33][N:32]=[CH:31][CH:30]=3)=[C:22]([C:24]3[O:25][CH:26]=[CH:27][CH:28]=3)[N:23]=2)=[O:17])[CH:13]=[CH:12][N:11]=1.